The task is: Regression. Given two drug SMILES strings and cell line genomic features, predict the synergy score measuring deviation from expected non-interaction effect.. This data is from NCI-60 drug combinations with 297,098 pairs across 59 cell lines. (1) Drug 1: CCC1(CC2CC(C3=C(CCN(C2)C1)C4=CC=CC=C4N3)(C5=C(C=C6C(=C5)C78CCN9C7C(C=CC9)(C(C(C8N6C=O)(C(=O)OC)O)OC(=O)C)CC)OC)C(=O)OC)O.OS(=O)(=O)O. Drug 2: CCC(=C(C1=CC=CC=C1)C2=CC=C(C=C2)OCCN(C)C)C3=CC=CC=C3.C(C(=O)O)C(CC(=O)O)(C(=O)O)O. Cell line: SR. Synergy scores: CSS=65.9, Synergy_ZIP=12.0, Synergy_Bliss=13.2, Synergy_Loewe=-19.1, Synergy_HSA=10.3. (2) Drug 1: C(CC(=O)O)C(=O)CN.Cl. Drug 2: CC(C)NC(=O)C1=CC=C(C=C1)CNNC.Cl. Cell line: BT-549. Synergy scores: CSS=12.0, Synergy_ZIP=-6.27, Synergy_Bliss=-6.24, Synergy_Loewe=-3.19, Synergy_HSA=-3.12. (3) Drug 1: C(CC(=O)O)C(=O)CN.Cl. Drug 2: CCN(CC)CCCC(C)NC1=C2C=C(C=CC2=NC3=C1C=CC(=C3)Cl)OC. Cell line: HOP-62. Synergy scores: CSS=6.64, Synergy_ZIP=-5.89, Synergy_Bliss=-5.52, Synergy_Loewe=-4.90, Synergy_HSA=-3.23. (4) Drug 1: C1=NC2=C(N=C(N=C2N1C3C(C(C(O3)CO)O)F)Cl)N. Drug 2: CC(C)(C#N)C1=CC(=CC(=C1)CN2C=NC=N2)C(C)(C)C#N. Cell line: UACC62. Synergy scores: CSS=-1.85, Synergy_ZIP=0.793, Synergy_Bliss=-1.60, Synergy_Loewe=-3.49, Synergy_HSA=-3.18. (5) Drug 1: CC12CCC3C(C1CCC2=O)CC(=C)C4=CC(=O)C=CC34C. Drug 2: C1CN(CCN1C(=O)CCBr)C(=O)CCBr. Cell line: SK-MEL-28. Synergy scores: CSS=15.7, Synergy_ZIP=-2.61, Synergy_Bliss=-1.65, Synergy_Loewe=-4.82, Synergy_HSA=-1.18.